Dataset: Forward reaction prediction with 1.9M reactions from USPTO patents (1976-2016). Task: Predict the product of the given reaction. (1) Given the reactants [C:1]([NH:18][CH2:19][CH2:20][C:21]([OH:23])=[O:22])(OCC1C2C(=CC=CC=2)C2C1=CC=CC=2)=[O:2].N1CCCCC1.[CH:30]1[C:42]2[CH:41]([CH2:43][O:44][C:45]([NH:47][CH2:48][C:49]3[CH:57]=[CH:56][C:52](C(O)=O)=[CH:51][CH:50]=3)=[O:46])[C:40]3[C:35](=[CH:36][CH:37]=[CH:38][CH:39]=3)[C:34]=2[CH:33]=[CH:32][CH:31]=1, predict the reaction product. The product is: [CH:30]1[C:42]2[CH:41]([CH2:43][O:44][C:45]([NH:47][CH2:48][C:49]3[CH:50]=[CH:51][C:52]([C:1]([NH:18][CH2:19][CH2:20][C:21]([OH:23])=[O:22])=[O:2])=[CH:56][CH:57]=3)=[O:46])[C:40]3[C:35](=[CH:36][CH:37]=[CH:38][CH:39]=3)[C:34]=2[CH:33]=[CH:32][CH:31]=1. (2) Given the reactants C[O:2][C:3]([C:5]1[N:6]=[C:7]([CH:10]2[CH2:15][CH2:14][N:13]([C:16]([O:18][C:19]([CH3:22])([CH3:21])[CH3:20])=[O:17])[CH2:12][CH2:11]2)[O:8][CH:9]=1)=[O:4].O.[OH-].[Na+].C(O)(=O)CC(CC(O)=O)(C(O)=O)O, predict the reaction product. The product is: [C:3]([C:5]1[N:6]=[C:7]([CH:10]2[CH2:11][CH2:12][N:13]([C:16]([O:18][C:19]([CH3:22])([CH3:21])[CH3:20])=[O:17])[CH2:14][CH2:15]2)[O:8][CH:9]=1)([OH:4])=[O:2]. (3) Given the reactants OC1C=CC=C2[C:11]=1[N:10]=CC=C2.[C-:12]#[N:13].[K+].[Cl:15][C:16]1[C:17](=[O:28])[C:18]2[CH:19]=[CH:20][CH:21]=[N:22][C:23]=2[C:24](=[O:27])[C:25]=1[Cl:26], predict the reaction product. The product is: [Cl:15][C:16]1[C:17](=[O:28])[C:18]2[CH:19]=[CH:20][CH:21]=[N:22][C:23]=2[C:24](=[O:27])[C:25]=1[Cl:26].[C:12]([C:16]1[C:17]([OH:28])=[C:18]2[C:23](=[C:24]([OH:27])[C:25]=1[C:11]#[N:10])[N:22]=[CH:21][CH:20]=[CH:19]2)#[N:13].